This data is from Catalyst prediction with 721,799 reactions and 888 catalyst types from USPTO. The task is: Predict which catalyst facilitates the given reaction. (1) Reactant: C1(S([N:10]2[C:14]3=[N:15][CH:16]=[C:17]([C:19]4[CH:24]=[CH:23][C:22]([N:25]([CH3:27])[CH3:26])=[CH:21][CH:20]=4)[CH:18]=[C:13]3[C:12]([C:28]#[C:29][C:30]3[CH:35]=[CH:34][CH:33]=[CH:32][CH:31]=3)=[CH:11]2)(=O)=O)C=CC=CC=1.[OH-].[Na+]. The catalyst class is: 14. Product: [CH3:27][N:25]([CH3:26])[C:22]1[CH:21]=[CH:20][C:19]([C:17]2[CH:18]=[C:13]3[C:12]([C:28]#[C:29][C:30]4[CH:35]=[CH:34][CH:33]=[CH:32][CH:31]=4)=[CH:11][NH:10][C:14]3=[N:15][CH:16]=2)=[CH:24][CH:23]=1. (2) Reactant: [C:1]([O:4][C@@H:5]1[CH2:10][C@H:9]([C:11]2[CH:16]=[CH:15][N:14]=[CH:13][C:12]=2[N+:17]([O-])=O)[O:8][C@H:7]([CH2:20][CH3:21])[C@:6]1([OH:23])[CH3:22])(=[O:3])[CH3:2]. Product: [C:1]([O:4][C@H:5]1[CH2:10][C@@H:9]([C:11]2[CH:16]=[CH:15][N:14]=[CH:13][C:12]=2[NH2:17])[O:8][C@@H:7]([CH2:20][CH3:21])[C@@:6]1([OH:23])[CH3:22])(=[O:3])[CH3:2].[C:1]([O:4][C@@H:5]1[CH2:10][C@H:9]([C:11]2[CH:16]=[CH:15][N:14]=[CH:13][C:12]=2[NH2:17])[O:8][C@H:7]([CH2:20][CH3:21])[C@:6]1([OH:23])[CH3:22])(=[O:3])[CH3:2]. The catalyst class is: 50.